Dataset: Full USPTO retrosynthesis dataset with 1.9M reactions from patents (1976-2016). Task: Predict the reactants needed to synthesize the given product. Given the product [CH3:24][O:25][C:26]1[CH:31]=[CH:30][CH:29]=[CH:28][C:27]=1[NH:32][C:33](=[O:34])[NH:1][C:2]1[CH:7]=[CH:6][C:5]([CH2:8][C:9]([O:11][C:12]([CH3:13])([CH3:15])[CH3:14])=[O:10])=[CH:4][C:3]=1[CH3:16], predict the reactants needed to synthesize it. The reactants are: [NH2:1][C:2]1[CH:7]=[CH:6][C:5]([CH2:8][C:9]([O:11][C:12]([CH3:15])([CH3:14])[CH3:13])=[O:10])=[CH:4][C:3]=1[CH3:16].C(N(CC)CC)C.[CH3:24][O:25][C:26]1[CH:31]=[CH:30][CH:29]=[CH:28][C:27]=1[N:32]=[C:33]=[O:34].